From a dataset of Catalyst prediction with 721,799 reactions and 888 catalyst types from USPTO. Predict which catalyst facilitates the given reaction. (1) Reactant: [C:1]([C:4]1[CH:9]=[CH:8][C:7]([C:10]2[CH:11]=[N:12][C:13]([C:16]([F:19])([F:18])[F:17])=[N:14][CH:15]=2)=[CH:6][C:5]=1[CH2:20][NH:21][C:22]([C@@H:24]1[CH2:28][C@@H:27]([F:29])[CH2:26][N:25]1[S:30]([C:33]1[CH:38]=[CH:37][C:36]([F:39])=[CH:35][CH:34]=1)(=[O:32])=[O:31])=[O:23])(=O)[NH2:2].FC(F)(F)C(OC(=O)C(F)(F)F)=O.CCN(CC)CC. Product: [C:1]([C:4]1[CH:9]=[CH:8][C:7]([C:10]2[CH:11]=[N:12][C:13]([C:16]([F:18])([F:19])[F:17])=[N:14][CH:15]=2)=[CH:6][C:5]=1[CH2:20][NH:21][C:22]([C@@H:24]1[CH2:28][C@@H:27]([F:29])[CH2:26][N:25]1[S:30]([C:33]1[CH:38]=[CH:37][C:36]([F:39])=[CH:35][CH:34]=1)(=[O:32])=[O:31])=[O:23])#[N:2]. The catalyst class is: 2. (2) Reactant: Cl[CH2:2][C:3](=O)[CH2:4][C:5]([O:7][CH2:8][CH3:9])=[O:6].[C:11]([NH2:14])(=[S:13])[CH3:12].C(=O)(O)[O-].[Na+]. Product: [CH3:12][C:11]1[S:13][CH:2]=[C:3]([CH2:4][C:5]([O:7][CH2:8][CH3:9])=[O:6])[N:14]=1. The catalyst class is: 8. (3) Reactant: [Cl:1][CH2:2][CH2:3][O:4][CH2:5][C:6]1[NH:11][C:10](=[O:12])[NH:9][CH:8]([C:13]2[CH:18]=[CH:17][CH:16]=[C:15]([Cl:19])[CH:14]=2)[C:7]=1[C:20]([OH:22])=O.[C:23]1([CH:29]([C:33]2[CH:38]=[CH:37][CH:36]=[CH:35][CH:34]=2)[CH2:30][CH2:31][NH2:32])[CH:28]=[CH:27][CH:26]=[CH:25][CH:24]=1.CCN=C=NCCCN(C)C.Cl. Product: [C:33]1([CH:29]([C:23]2[CH:24]=[CH:25][CH:26]=[CH:27][CH:28]=2)[CH2:30][CH2:31][NH:32][C:20]([C:7]2[CH:8]([C:13]3[CH:18]=[CH:17][CH:16]=[C:15]([Cl:19])[CH:14]=3)[NH:9][C:10](=[O:12])[NH:11][C:6]=2[CH2:5][O:4][CH2:3][CH2:2][Cl:1])=[O:22])[CH:34]=[CH:35][CH:36]=[CH:37][CH:38]=1. The catalyst class is: 4.